Task: Predict the product of the given reaction.. Dataset: Forward reaction prediction with 1.9M reactions from USPTO patents (1976-2016) The product is: [Cl:1][C:2]1[CH:7]=[C:6]([Cl:8])[CH:5]=[CH:4][C:3]=1[S:9]([NH:12][C:13]1[C:21]([O:22][C:23]2[CH:28]=[CH:27][C:26]([CH2:29][C:30]([OH:32])=[O:31])=[C:25]([CH3:34])[C:24]=2[CH3:35])=[CH:20][CH:19]=[C:18]2[C:14]=1[CH:15]=[C:16]([CH3:36])[NH:17]2)(=[O:10])=[O:11]. Given the reactants [Cl:1][C:2]1[CH:7]=[C:6]([Cl:8])[CH:5]=[CH:4][C:3]=1[S:9]([NH:12][C:13]1[C:21]([O:22][C:23]2[CH:28]=[CH:27][C:26]([CH2:29][C:30]([O:32]C)=[O:31])=[C:25]([CH3:34])[C:24]=2[CH3:35])=[CH:20][CH:19]=[C:18]2[C:14]=1[CH:15]=[C:16]([CH3:36])[NH:17]2)(=[O:11])=[O:10].[Li+].[OH-], predict the reaction product.